This data is from Forward reaction prediction with 1.9M reactions from USPTO patents (1976-2016). The task is: Predict the product of the given reaction. (1) Given the reactants [OH:1][C@@H:2]1[C@@]2(COC(C3C=CC=CC=3)(C3C=CC(OC)=CC=3)C3C=CC(OC)=CC=3)O[C@@H:9]([C@@:10]3([N:18]4C=C(C)C(=O)NC4=O)[O:17][C@H](CO)[C@@H](O)C3)[C@@H:3]1CN(C(=O)C(F)(F)F)C2.F[C:59](F)(F)[C:60](N)=[O:61].[Li+].[OH-].C1C[O:70]CC1.CCN(C(C)C)C(C)C, predict the reaction product. The product is: [C:60]([O:61][C:2](=[O:1])[CH3:3])(=[O:70])[CH3:59].[C:10]([NH2:18])(=[O:17])[CH3:9]. (2) Given the reactants F[C:2]1[C:3]([C:9]#[N:10])=[N:4][CH:5]=[CH:6][C:7]=1[I:8].O.[NH2:12][NH2:13], predict the reaction product. The product is: [I:8][C:7]1[CH:6]=[CH:5][N:4]=[C:3]2[C:9]([NH2:10])=[N:12][NH:13][C:2]=12. (3) Given the reactants Br[C:2]([F:9])([F:8])[C:3]([O:5][CH2:6][CH3:7])=[O:4].Br[C:11]1[CH:16]=[CH:15][C:14]([CH3:17])=[CH:13][N:12]=1, predict the reaction product. The product is: [CH2:6]([O:5][C:3](=[O:4])[C:2]([F:9])([F:8])[C:11]1[CH:16]=[CH:15][C:14]([CH3:17])=[CH:13][N:12]=1)[CH3:7]. (4) Given the reactants F[C:2](F)(F)[C:3](O)=O.C(C([NH:13][C:14]1[N:22]=[C:21]([N:23]2[CH2:27][CH2:26][C@@H:25]([NH:28][C:29]([NH:31][C@@H:32]3[CH2:36][CH2:35][NH:34][CH2:33]3)=[O:30])[CH2:24]2)[N:20]=[C:19]2[C:15]=1[N:16]=[CH:17][N:18]2[C@@H:37]1[CH2:41][C@H:40]([NH:42][C:43](=[O:46])[CH2:44][CH3:45])[C@@H:39]([OH:47])[C@H:38]1[OH:48])CC)C.ClC1N=C2C(N=CN2[C@@H]2C[C@H](NC(C3CCC3)=O)[C@@H](O)[C@H]2O)=C(N[CH2:74][CH:75]([C:82]2[CH:87]=[CH:86][CH:85]=[CH:84][CH:83]=2)[C:76]2[CH:81]=[CH:80][CH:79]=[CH:78][CH:77]=2)N=1, predict the reaction product. The product is: [C:76]1([CH:75]([C:82]2[CH:83]=[CH:84][CH:85]=[CH:86][CH:87]=2)[CH2:74][NH:13][C:14]2[N:22]=[C:21]([N:23]3[CH2:27][CH2:26][C@@H:25]([NH:28][C:29]([NH:31][C@@H:32]4[CH2:36][CH2:35][NH:34][CH2:33]4)=[O:30])[CH2:24]3)[N:20]=[C:19]3[C:15]=2[N:16]=[CH:17][N:18]3[C@@H:37]2[CH2:41][C@H:40]([NH:42][C:43]([CH:44]3[CH2:3][CH2:2][CH2:45]3)=[O:46])[C@@H:39]([OH:47])[C@H:38]2[OH:48])[CH:81]=[CH:80][CH:79]=[CH:78][CH:77]=1. (5) Given the reactants [NH2:1][C:2]1[N:7]([CH3:8])[C:6](=[O:9])[NH:5][C:4](=[O:10])[C:3]=1Br.[CH3:12][C@H:13]1[CH2:18][CH2:17][C@H:16]([CH2:19][NH2:20])[CH2:15][CH2:14]1, predict the reaction product. The product is: [NH2:1][C:2]1[N:7]([CH3:8])[C:6](=[O:9])[NH:5][C:4](=[O:10])[C:3]=1[NH:20][CH2:19][C@H:16]1[CH2:17][CH2:18][C@H:13]([CH3:12])[CH2:14][CH2:15]1.